From a dataset of Full USPTO retrosynthesis dataset with 1.9M reactions from patents (1976-2016). Predict the reactants needed to synthesize the given product. Given the product [Cl:27][C:9]1[CH:8]=[C:7]2[C:12]([C:13](=[O:26])[C:14]([CH2:15][NH:16][C:17]([C:19]3[CH:24]=[CH:23][C:22]([N:35]4[CH2:40][CH2:39][CH:38]([CH2:41][CH2:42][OH:43])[CH2:37][CH2:36]4)=[N:21][CH:20]=3)=[O:18])=[C:5]([C:3](=[O:4])[N:2]([CH3:34])[CH3:1])[N:6]2[C:28]2[CH:33]=[CH:32][CH:31]=[CH:30][CH:29]=2)=[CH:11][CH:10]=1, predict the reactants needed to synthesize it. The reactants are: [CH3:1][N:2]([CH3:34])[C:3]([C:5]1[N:6]([C:28]2[CH:33]=[CH:32][CH:31]=[CH:30][CH:29]=2)[C:7]2[C:12]([C:13](=[O:26])[C:14]=1[CH2:15][NH:16][C:17]([C:19]1[CH:20]=[N:21][C:22](Cl)=[CH:23][CH:24]=1)=[O:18])=[CH:11][CH:10]=[C:9]([Cl:27])[CH:8]=2)=[O:4].[NH:35]1[CH2:40][CH2:39][CH:38]([CH2:41][CH2:42][OH:43])[CH2:37][CH2:36]1.